From a dataset of Merck oncology drug combination screen with 23,052 pairs across 39 cell lines. Regression. Given two drug SMILES strings and cell line genomic features, predict the synergy score measuring deviation from expected non-interaction effect. (1) Drug 1: O=C(NOCC(O)CO)c1ccc(F)c(F)c1Nc1ccc(I)cc1F. Drug 2: CC1(c2nc3c(C(N)=O)cccc3[nH]2)CCCN1. Cell line: NCIH1650. Synergy scores: synergy=-23.1. (2) Drug 1: O=c1[nH]cc(F)c(=O)[nH]1. Drug 2: CC(C)CC(NC(=O)C(Cc1ccccc1)NC(=O)c1cnccn1)B(O)O. Cell line: ZR751. Synergy scores: synergy=-17.5. (3) Drug 1: CCN(CC)CCNC(=O)c1c(C)[nH]c(C=C2C(=O)Nc3ccc(F)cc32)c1C. Drug 2: CCc1cnn2c(NCc3ccc[n+]([O-])c3)cc(N3CCCCC3CCO)nc12. Cell line: NCIH460. Synergy scores: synergy=10.9. (4) Drug 1: C#Cc1cccc(Nc2ncnc3cc(OCCOC)c(OCCOC)cc23)c1. Drug 2: CCC1(O)C(=O)OCc2c1cc1n(c2=O)Cc2cc3c(CN(C)C)c(O)ccc3nc2-1. Cell line: NCIH460. Synergy scores: synergy=33.1.